Dataset: Full USPTO retrosynthesis dataset with 1.9M reactions from patents (1976-2016). Task: Predict the reactants needed to synthesize the given product. Given the product [Br:10][CH2:9][C:6]1[CH:7]=[CH:8][C:3]([C:1]#[N:2])=[N:4][CH:5]=1, predict the reactants needed to synthesize it. The reactants are: [C:1]([C:3]1[CH:8]=[CH:7][C:6]([CH3:9])=[CH:5][N:4]=1)#[N:2].[Br:10]N1C(=O)CCC1=O.CC(N=NC(C#N)(C)C)(C#N)C.